Task: Predict the reactants needed to synthesize the given product.. Dataset: Full USPTO retrosynthesis dataset with 1.9M reactions from patents (1976-2016) (1) Given the product [Cl:11][C:4]1[CH:3]=[C:2]([N:1]2[CH2:18][CH2:17][S:14](=[O:16])(=[O:15])[CH2:12][CH2:13]2)[CH:10]=[CH:9][C:5]=1[C:6]([OH:8])=[O:7], predict the reactants needed to synthesize it. The reactants are: [NH2:1][C:2]1[CH:10]=[CH:9][C:5]([C:6]([OH:8])=[O:7])=[C:4]([Cl:11])[CH:3]=1.[CH:12]([S:14]([CH:17]=[CH2:18])(=[O:16])=[O:15])=[CH2:13].C(=O)([O-])[O-].[Na+].[Na+].Cl. (2) The reactants are: [CH3:1][NH:2][C:3]1[C:4]2[CH:18]=[CH:17][NH:16][C:5]=2[N:6]([C@@H]2[C@H](C)CCNC2)[CH2:7][N:8]=1.[C:19]([CH2:21][C:22]([O:24]CC)=O)#[N:20].N12C[CH2:36][CH2:35][N:34]=[C:33]1[CH2:32][CH2:31][CH2:30]CC2.[OH:38][C:39]([C:48]([OH:50])=[O:49])([CH2:44][C:45]([OH:47])=[O:46])[CH2:40][C:41]([OH:43])=[O:42]. Given the product [OH:38][C:39]([C:48]([OH:50])=[O:49])([CH2:44][C:45]([OH:47])=[O:46])[CH2:40][C:41]([OH:43])=[O:42].[CH3:30][C@@H:31]1[CH2:32][CH2:33][N:34]([C:22](=[O:24])[CH2:21][C:19]#[N:20])[CH2:35][C@@H:36]1[N:2]([CH3:1])[C:3]1[C:4]2[CH:18]=[CH:17][NH:16][C:5]=2[N:6]=[CH:7][N:8]=1, predict the reactants needed to synthesize it. (3) Given the product [CH2:9]([O:8][C:6](=[O:7])[C:5]([CH2:28][CH2:29][CH2:30][CH2:31][C:32]([CH3:41])([CH3:43])[CH2:33][OH:34])([CH2:11][CH2:12][CH2:13][CH2:14][C:15]([CH3:24])([CH3:26])[CH2:16][OH:17])[C:4]([O:3][CH2:1][CH3:2])=[O:45])[CH3:10], predict the reactants needed to synthesize it. The reactants are: [CH2:1]([O:3][C:4](=[O:45])[C:5]([CH2:28][CH2:29][CH2:30][CH2:31][C:32]([CH2:43]C)([CH2:41]C)[CH2:33][O:34]C1CCCCO1)([CH2:11][CH2:12][CH2:13][CH2:14][C:15]([CH2:26]C)([CH2:24]C)[CH2:16][O:17]C1CCCCO1)[C:6]([O:8][CH2:9][CH3:10])=[O:7])[CH3:2].C(O)C. (4) Given the product [CH2:27]([O:26][C:24]([N:19]1[CH2:20][CH2:21][N:16]([C:8]2[C:9]3[CH:15]=[CH:14][CH:13]=[CH:12][C:10]=3[NH:11][C:5]3[CH:4]=[CH:3][C:2]([Cl:1])=[CH:22][C:6]=3[N:7]=2)[CH2:17][CH2:18]1)=[O:25])[CH3:28], predict the reactants needed to synthesize it. The reactants are: [Cl:1][C:2]1[CH:3]=[CH:4][C:5]2[NH:11][C:10]3[CH:12]=[CH:13][CH:14]=[CH:15][C:9]=3[C:8]([N:16]3[CH2:21][CH2:20][NH:19][CH2:18][CH2:17]3)=[N:7][C:6]=2[CH:22]=1.Cl[C:24]([O:26][CH2:27][CH3:28])=[O:25]. (5) Given the product [Cl:38][CH2:39][C:40]1[S:41][CH:42]=[C:43]([C:45]([NH:28][C:12]2[CH:11]=[C:10]([C:5]3[CH:6]=[CH:7][CH:8]=[C:9]4[C:4]=3[CH:3]=[CH:2][NH:1]4)[CH:18]=[C:17]3[C:13]=2[CH:14]=[N:15][N:16]3[S:19]([C:22]2[CH:27]=[CH:26][CH:25]=[CH:24][CH:23]=2)(=[O:21])=[O:20])=[O:46])[N:44]=1, predict the reactants needed to synthesize it. The reactants are: [NH:1]1[C:9]2[C:4](=[C:5]([C:10]3[CH:11]=[C:12]([NH2:28])[C:13]4[CH:14]=[N:15][N:16]([S:19]([C:22]5[CH:27]=[CH:26][CH:25]=[CH:24][CH:23]=5)(=[O:21])=[O:20])[C:17]=4[CH:18]=3)[CH:6]=[CH:7][CH:8]=2)[CH:3]=[CH:2]1.CCN(C(C)C)C(C)C.[Cl:38][CH2:39][C:40]1[S:41][CH:42]=[C:43]([C:45](Cl)=[O:46])[N:44]=1.O.